Dataset: Catalyst prediction with 721,799 reactions and 888 catalyst types from USPTO. Task: Predict which catalyst facilitates the given reaction. (1) Reactant: [C:1]1([C:7]2[O:8][C:9]([C:15]([F:18])([F:17])[F:16])=[C:10]([C:12]([OH:14])=O)[N:11]=2)[CH:6]=[CH:5][CH:4]=[CH:3][CH:2]=1.[NH2:19][C:20]1[CH:21]=[CH:22][C:23]([N:26]([CH3:30])[C:27](=[O:29])[CH3:28])=[N:24][CH:25]=1.F[P-](F)(F)(F)(F)F.Br[P+](N1CCCC1)(N1CCCC1)N1CCCC1.C(N(CC)CC)C. Product: [C:27]([N:26]([CH3:30])[C:23]1[N:24]=[CH:25][C:20]([NH:19][C:12]([C:10]2[N:11]=[C:7]([C:1]3[CH:2]=[CH:3][CH:4]=[CH:5][CH:6]=3)[O:8][C:9]=2[C:15]([F:18])([F:17])[F:16])=[O:14])=[CH:21][CH:22]=1)(=[O:29])[CH3:28]. The catalyst class is: 4. (2) Reactant: [F:1][C:2]([F:8])([F:7])[CH2:3][C:4](O)=[O:5].[Br:9][C:10]1[CH:24]=[C:23](/[CH:25]=[CH:26]/[CH:27]([C:32]2[CH:37]=[C:36]([Cl:38])[C:35]([Cl:39])=[C:34]([Cl:40])[CH:33]=2)[C:28]([F:31])([F:30])[F:29])[CH:22]=[CH:21][C:11]=1[C:12]([NH:14][CH:15]1[CH2:20][CH2:19][NH:18][CH2:17][CH2:16]1)=[O:13].C1CN([P+](ON2N=NC3C=CC=CC2=3)(N2CCCC2)N2CCCC2)CC1.F[P-](F)(F)(F)(F)F.CCN(C(C)C)C(C)C. Product: [Br:9][C:10]1[CH:24]=[C:23](/[CH:25]=[CH:26]/[CH:27]([C:32]2[CH:33]=[C:34]([Cl:40])[C:35]([Cl:39])=[C:36]([Cl:38])[CH:37]=2)[C:28]([F:31])([F:29])[F:30])[CH:22]=[CH:21][C:11]=1[C:12]([NH:14][CH:15]1[CH2:20][CH2:19][N:18]([C:4](=[O:5])[CH2:3][C:2]([F:8])([F:7])[F:1])[CH2:17][CH2:16]1)=[O:13]. The catalyst class is: 2. (3) Reactant: [Br:1][C:2]1[CH:13]=[CH:12][C:5]2[NH:6][CH2:7][CH2:8][N:9]([CH3:11])[CH2:10][C:4]=2[CH:3]=1.[Cl:14][C:15]1[CH:20]=[CH:19][C:18](I)=[CH:17][CH:16]=1.C(=O)([O-])[O-].[Cs+].[Cs+]. Product: [Br:1][C:2]1[CH:13]=[CH:12][C:5]2[N:6]([C:18]3[CH:19]=[CH:20][C:15]([Cl:14])=[CH:16][CH:17]=3)[CH2:7][CH2:8][N:9]([CH3:11])[CH2:10][C:4]=2[CH:3]=1. The catalyst class is: 164.